This data is from Forward reaction prediction with 1.9M reactions from USPTO patents (1976-2016). The task is: Predict the product of the given reaction. (1) Given the reactants [F:1][C:2]1[CH:7]=[CH:6][C:5]([CH2:8][NH:9][C@H:10]2[CH:19]3[CH:14]4[CH:15]5[CH:16]6[CH:18]3[CH:17]6[CH:12]([CH:13]45)[C@H:11]2[C:20](OC)=[O:21])=[CH:4][CH:3]=1.[CH3:24][S:25]([NH:28][C:29]1[CH:44]=[CH:43][C:32]2[NH:33][C:34]([CH2:39][C:40](O)=[O:41])=[N:35][S:36](=[O:38])(=[O:37])[C:31]=2[CH:30]=1)(=[O:27])=[O:26].Cl.CN(C)CCCN=C=NCC.C(N(CC)CC)C, predict the reaction product. The product is: [F:1][C:2]1[CH:7]=[CH:6][C:5]([CH2:8][N:9]2[C:40](=[O:41])[C:39]([C:34]3[NH:33][C:32]4[CH:43]=[CH:44][C:29]([NH:28][S:25]([CH3:24])(=[O:27])=[O:26])=[CH:30][C:31]=4[S:36](=[O:38])(=[O:37])[N:35]=3)=[C:20]([OH:21])[C@H:11]3[C@@H:10]2[CH:19]2[CH:14]4[CH:13]5[CH:12]3[CH:17]3[CH:16]([CH:15]45)[CH:18]23)=[CH:4][CH:3]=1. (2) The product is: [Br:5][C:6]1[CH:15]=[N:14][C:13]2[NH:12][C:11](=[NH:25])[C:10]([CH3:18])([CH3:17])[O:9][C:8]=2[CH:7]=1. Given the reactants ClC(Cl)C.[Br:5][C:6]1[CH:15]=[N:14][C:13]2[NH:12][C:11](=O)[C:10]([CH3:18])([CH3:17])[O:9][C:8]=2[CH:7]=1.P(Cl)(Cl)(Cl)(Cl)Cl.[NH3:25], predict the reaction product.